This data is from Forward reaction prediction with 1.9M reactions from USPTO patents (1976-2016). The task is: Predict the product of the given reaction. (1) The product is: [CH2:1]([C:3]1[CH:4]=[C:5]([CH:6]=[CH:7][C:8]=1[CH2:9][CH3:10])[CH2:11][C@@H:12]([NH:16][C:17]([N:19]1[CH2:24][CH2:23][CH:22]([N:25]2[CH2:31][CH2:30][C:29]3[CH:32]=[CH:33][CH:34]=[CH:35][C:28]=3[NH:27][C:26]2=[O:36])[CH2:21][CH2:20]1)=[O:18])[C:13]([N:37]1[CH2:42][CH2:41][CH:40]([N:43]2[CH2:48][CH2:47][O:46][CH2:45][CH2:44]2)[CH2:39][CH2:38]1)=[O:14])[CH3:2]. Given the reactants [CH2:1]([C:3]1[CH:4]=[C:5]([CH2:11][C@@H:12]([NH:16][C:17]([N:19]2[CH2:24][CH2:23][CH:22]([N:25]3[CH2:31][CH2:30][C:29]4[CH:32]=[CH:33][CH:34]=[CH:35][C:28]=4[NH:27][C:26]3=[O:36])[CH2:21][CH2:20]2)=[O:18])[C:13](O)=[O:14])[CH:6]=[CH:7][C:8]=1[CH2:9][CH3:10])[CH3:2].[NH:37]1[CH2:42][CH2:41][CH:40]([N:43]2[CH2:48][CH2:47][O:46][CH2:45][CH2:44]2)[CH2:39][CH2:38]1, predict the reaction product. (2) Given the reactants [NH2:1][C:2]1[CH:3]=[CH:4][C:5]([O:8][C:9]2[C:10]([F:31])=[CH:11][C:12]([F:30])=[C:13]([NH:15][C:16](=[O:29])[C:17]3[CH:22]=[CH:21][CH:20]=[C:19]([C:23]4([C:26]#[N:27])[CH2:25][CH2:24]4)[C:18]=3[Cl:28])[CH:14]=2)=[N:6][CH:7]=1.[S-:32][C:33]#[N:34].[K+].BrBr, predict the reaction product. The product is: [NH2:34][C:33]1[S:32][C:7]2[C:2]([N:1]=1)=[CH:3][CH:4]=[C:5]([O:8][C:9]1[C:10]([F:31])=[CH:11][C:12]([F:30])=[C:13]([NH:15][C:16](=[O:29])[C:17]3[CH:22]=[CH:21][CH:20]=[C:19]([C:23]4([C:26]#[N:27])[CH2:24][CH2:25]4)[C:18]=3[Cl:28])[CH:14]=1)[N:6]=2. (3) Given the reactants [C:1]([C:3]1[S:7][C:6]([CH:8]=O)=[CH:5][CH:4]=1)#[CH:2].[NH:10]1[CH2:15][CH2:14][O:13][CH2:12][CH2:11]1.CC(O)=O.[BH-](OC(C)=O)(OC(C)=O)OC(C)=O.[Na+], predict the reaction product. The product is: [C:1]([C:3]1[S:7][C:6]([CH2:8][N:10]2[CH2:15][CH2:14][O:13][CH2:12][CH2:11]2)=[CH:5][CH:4]=1)#[CH:2]. (4) Given the reactants [Br:1][C:2]1[C:3]([F:12])=[C:4]2[C:10]([NH2:11])=[CH:9][NH:8][C:5]2=[N:6][CH:7]=1.[CH3:13][N:14]1[C:19](=[O:20])[CH:18]=[CH:17][C:16]([C:21](O)=[O:22])=[CH:15]1.C1N(P(Cl)(N2C(=O)OCC2)=O)C(=O)OC1.[Li+].[OH-], predict the reaction product. The product is: [Br:1][C:2]1[C:3]([F:12])=[C:4]2[C:10]([NH:11][C:21]([C:16]3[CH:17]=[CH:18][C:19](=[O:20])[N:14]([CH3:13])[CH:15]=3)=[O:22])=[CH:9][NH:8][C:5]2=[N:6][CH:7]=1. (5) Given the reactants [F:1][C:2]1[CH:3]=[CH:4][C:5]([CH:8]=O)=[N:6][CH:7]=1.[C:10](=O)([O-])[O-].[K+].[K+].COP(C(=[N+]=[N-])C(=O)C)(=O)OC, predict the reaction product. The product is: [C:8]([C:5]1[CH:4]=[CH:3][C:2]([F:1])=[CH:7][N:6]=1)#[CH:10]. (6) Given the reactants [Br:1][C:2]1[CH:3]=[CH:4][C:5]([N:8]2[CH2:14][CH2:13][CH2:12][NH:11][CH2:10][CH2:9]2)=[N:6][CH:7]=1.[C:15](=O)([O:22]C1C=CC([N+]([O-])=O)=CC=1)[O:16][CH2:17][C:18]([NH:20][CH3:21])=[O:19], predict the reaction product. The product is: [Br:1][C:2]1[CH:3]=[CH:4][C:5]([N:8]2[CH2:14][CH2:13][CH2:12][N:11]([C:15]([O:16][CH2:17][C:18]([NH:20][CH3:21])=[O:19])=[O:22])[CH2:10][CH2:9]2)=[N:6][CH:7]=1. (7) Given the reactants CCCCCC.CC(O)C.[CH3:11][O:12][C:13]1[CH:18]=[CH:17][C:16]([NH:19][C@@H:20]([C@@H:28]([CH3:33])[C:29](=[O:32])[CH2:30]C)[C:21]([O:23][C:24](C)(C)[CH3:25])=[O:22])=[CH:15][CH:14]=1, predict the reaction product. The product is: [CH3:11][O:12][C:13]1[CH:14]=[CH:15][C:16]([NH:19][C@@H:20]([C@@H:28]([CH3:33])[C:29](=[O:32])[CH3:30])[C:21]([O:23][CH2:24][CH3:25])=[O:22])=[CH:17][CH:18]=1. (8) Given the reactants [C:1]([N:5]1[CH:9]=[C:8]([NH:10][C:11]([NH:13][C:14]2[CH:19]=[C:18]([C:20]3[C:31](=O)[N:30]([CH3:33])[C:23]4[N:24]=[C:25]([NH:28][CH3:29])[N:26]=[CH:27][C:22]=4[CH:21]=3)[C:17]([CH3:34])=[CH:16][C:15]=2[F:35])=[O:12])[CH:7]=[N:6]1)([CH3:4])([CH3:3])[CH3:2].CC1(C)[O:41][CH:40](CN)[CH2:39][O:38]1, predict the reaction product. The product is: [C:1]([N:5]1[CH:9]=[C:8]([NH:10][C:11]([NH:13][C:14]2[CH:19]=[C:18]([C:20]3[CH2:31][N:30]([CH3:33])[C:23]4[N:24]=[C:25]([NH:28][CH2:29][CH:40]([OH:41])[CH2:39][OH:38])[N:26]=[CH:27][C:22]=4[CH:21]=3)[C:17]([CH3:34])=[CH:16][C:15]=2[F:35])=[O:12])[CH:7]=[N:6]1)([CH3:3])([CH3:4])[CH3:2]. (9) Given the reactants [NH2:1][C:2]1[CH:3]=[C:4]([C:8]2[C:16]3[C:11](=[CH:12][CH:13]=[C:14]([C:17]([NH2:19])=[O:18])[CH:15]=3)[N:10](C3CCCCO3)[N:9]=2)[CH:5]=[CH:6][CH:7]=1.[F:26][C:27]1[CH:32]=[CH:31][C:30]([CH2:33][C:34](O)=[O:35])=[CH:29][CH:28]=1.CCN=C=NCCCN(C)C, predict the reaction product. The product is: [F:26][C:27]1[CH:32]=[CH:31][C:30]([CH2:33][C:34]([NH:1][C:2]2[CH:3]=[C:4]([C:8]3[C:16]4[C:11](=[CH:12][CH:13]=[C:14]([C:17]([NH2:19])=[O:18])[CH:15]=4)[NH:10][N:9]=3)[CH:5]=[CH:6][CH:7]=2)=[O:35])=[CH:29][CH:28]=1. (10) Given the reactants [CH3:1][S:2](Cl)(=[O:4])=[O:3].[OH:6][CH:7]([CH:13]([CH3:15])[CH3:14])[CH2:8][C:9]([O:11][CH3:12])=[O:10].C(N(CC)CC)C.[CH3:23][CH:24]([CH3:35])[CH:25]([O:30][S:31]([CH3:34])(=[O:33])=[O:32])[CH2:26][C:27]([O-:29])=[O:28], predict the reaction product. The product is: [CH3:14][CH:13]([CH3:15])[CH:7]([O:6][S:2]([CH3:1])(=[O:4])=[O:3])[CH2:8][C:9]([O:11][CH3:12])=[O:10].[CH3:23][CH:24]([CH3:35])[CH:25]([O:30][S:31]([CH3:34])(=[O:32])=[O:33])[CH2:26][C:27]([O-:29])=[O:28].